Task: Predict the product of the given reaction.. Dataset: Forward reaction prediction with 1.9M reactions from USPTO patents (1976-2016) (1) Given the reactants [CH:1]1([NH:4][C:5](=[O:22])[C:6]2[CH:11]=[CH:10][C:9]([B:12]3[O:16]C(C)(C)C(C)(C)[O:13]3)=[CH:8][C:7]=2[CH3:21])CC1.I([O-])(=O)(=O)=O.[Na+].Cl, predict the reaction product. The product is: [CH3:21][C:7]1[CH:8]=[C:9]([B:12]([OH:16])[OH:13])[CH:10]=[CH:11][C:6]=1[C:5](=[O:22])[NH:4][CH3:1]. (2) Given the reactants F[C:2]1[CH:9]=[CH:8][C:5]([C:6]#[N:7])=[C:4]([C:10]([F:13])([F:12])[F:11])[C:3]=1[C:14]#[C:15][Si](C)(C)C.[NH2:20][C@@H:21]([C:24]1[CH:25]=[N:26][CH:27]=[C:28]([CH:31]=1)[C:29]#[N:30])[CH2:22][CH3:23].C([O-])([O-])=O.[K+].[K+].C([O-])(O)=O.[Na+], predict the reaction product. The product is: [C:29]([C:28]1[CH:31]=[C:24]([C@H:21]([N:20]2[C:2]3[C:3](=[C:4]([C:10]([F:13])([F:12])[F:11])[C:5]([C:6]#[N:7])=[CH:8][CH:9]=3)[CH:14]=[CH:15]2)[CH2:22][CH3:23])[CH:25]=[N:26][CH:27]=1)#[N:30]. (3) Given the reactants CO[C:3]([C:5]1[CH:6]=[C:7]2[C:11](=[CH:12][CH:13]=1)[NH:10][CH:9]=[C:8]2[Cl:14])=[O:4].O[Li].O.[CH3:18][CH:19]([N:21]1[CH2:26][CH2:25][NH:24][CH2:23][CH2:22]1)[CH3:20].CN(C(ON1N=NC2C=CC=CC1=2)=[N+](C)C)C.[B-](F)(F)(F)F.CCN(CC)CC.C([O-])(O)=O.[Na+], predict the reaction product. The product is: [Cl:14][C:8]1[C:7]2[C:11](=[CH:12][CH:13]=[C:5]([C:3]([N:24]3[CH2:25][CH2:26][N:21]([CH:19]([CH3:20])[CH3:18])[CH2:22][CH2:23]3)=[O:4])[CH:6]=2)[NH:10][CH:9]=1. (4) Given the reactants [N:1]([CH2:4][C:5]1[CH:6]=[C:7]([C:11]2[N:15]=[CH:14][N:13]([C:16]3[CH:21]=[CH:20][C:19]([O:22][C:23]([F:26])([F:25])[F:24])=[CH:18][CH:17]=3)[N:12]=2)[CH:8]=[CH:9][CH:10]=1)=[C:2]=[O:3].[CH2:27]([C:29]1[CH:34]=[CH:33][CH:32]=[C:31]([CH3:35])[C:30]=1[NH:36][C:37]([NH2:39])=[S:38])[CH3:28], predict the reaction product. The product is: [CH2:27]([C:29]1[CH:34]=[CH:33][CH:32]=[C:31]([CH3:35])[C:30]=1[NH:36][C:37]([NH:39][C:2]([NH:1][CH2:4][C:5]1[CH:10]=[CH:9][CH:8]=[C:7]([C:11]2[N:15]=[CH:14][N:13]([C:16]3[CH:21]=[CH:20][C:19]([O:22][C:23]([F:25])([F:24])[F:26])=[CH:18][CH:17]=3)[N:12]=2)[CH:6]=1)=[O:3])=[S:38])[CH3:28]. (5) Given the reactants Cl[C:2]1[C:11]2[C:6](=[CH:7][CH:8]=[CH:9][CH:10]=2)[NH:5]/[C:4](=[C:12]2/[C:13]([CH2:18][CH2:19][CH3:20])=[N:14][NH:15][C:16]/2=[O:17])/[CH:3]=1.[C:21]([NH:24][C:25]1[CH:30]=[CH:29][C:28]([SH:31])=[CH:27][CH:26]=1)(=[O:23])[CH3:22], predict the reaction product. The product is: [O:17]=[C:16]1[NH:15][N:14]=[C:13]([CH2:18][CH2:19][CH3:20])/[C:12]/1=[C:4]1/[NH:5][C:6]2[C:11]([C:2]([S:31][C:28]3[CH:27]=[CH:26][C:25]([NH:24][C:21](=[O:23])[CH3:22])=[CH:30][CH:29]=3)=[CH:3]/1)=[CH:10][CH:9]=[CH:8][CH:7]=2. (6) Given the reactants Br[C:2]1[CH:23]=[CH:22][C:5]2[C:6]3[N:10]([CH2:11][CH2:12][O:13][C:4]=2[CH:3]=1)[CH:9]=[C:8]([C:14]1[N:15]([CH:19]([CH3:21])[CH3:20])[N:16]=[CH:17][N:18]=1)[N:7]=3.[O-]P([O-])([O-])=O.[K+].[K+].[K+].[CH2:32]1[C@@H:36]([C:37](O)=O)[NH:35][CH2:34][C@@H:33]1O, predict the reaction product. The product is: [CH:19]([N:15]1[C:14]([C:8]2[N:7]=[C:6]3[C:5]4[CH:22]=[CH:23][C:2]([N:35]5[CH2:34][CH2:33][CH2:32][C@@H:36]5[CH2:37][N:35]5[CH2:36][CH2:32][CH2:33][CH2:34]5)=[CH:3][C:4]=4[O:13][CH2:12][CH2:11][N:10]3[CH:9]=2)=[N:18][CH:17]=[N:16]1)([CH3:21])[CH3:20]. (7) Given the reactants Br[CH2:2][C:3]1[CH:8]=[CH:7][CH:6]=[CH:5][C:4]=1[F:9].[OH:10][C:11]1[CH:12]=[C:13]([CH:16]=[CH:17][CH:18]=1)[CH:14]=[O:15].C([O-])([O-])=O.[K+].[K+], predict the reaction product. The product is: [F:9][C:4]1[CH:5]=[CH:6][CH:7]=[CH:8][C:3]=1[CH2:2][O:10][C:11]1[CH:12]=[C:13]([CH:16]=[CH:17][CH:18]=1)[CH:14]=[O:15]. (8) Given the reactants [C:1]([O:5][C:6]([N:8]([C:18]([O:20][C:21]([CH3:24])([CH3:23])[CH3:22])=[O:19])[C:9]1[N:14]=[C:13]([CH3:15])[CH:12]=[CH:11][C:10]=1[O:16][CH3:17])=[O:7])([CH3:4])([CH3:3])[CH3:2].C1C(=O)N([Br:32])C(=O)C1, predict the reaction product. The product is: [Br:32][CH2:15][C:13]1[N:14]=[C:9]([N:8]([C:18]([O:20][C:21]([CH3:24])([CH3:23])[CH3:22])=[O:19])[C:6]([O:5][C:1]([CH3:3])([CH3:4])[CH3:2])=[O:7])[C:10]([O:16][CH3:17])=[CH:11][CH:12]=1.